Dataset: Reaction yield outcomes from USPTO patents with 853,638 reactions. Task: Predict the reaction yield, written as a fraction of the theoretical maximum amount of product (1.0 means a 100% yield; for example, 0.34 means a 34% yield). The reactants are CO[C:3](=[O:19])[C:4]1[CH:9]=[CH:8][C:7]([NH:10][C:11]([O:13][C:14]([CH3:17])([CH3:16])[CH3:15])=[O:12])=[CH:6][C:5]=1[NH2:18].[N+:20]([C:23]1[CH:28]=[CH:27][C:26]([N:29]=[C:30]=[O:31])=[CH:25][CH:24]=1)([O-])=O.C(NC(C)C)(C)C. The catalyst is CN(C)C=O.CO.[Pd]. The product is [NH2:20][C:23]1[CH:28]=[CH:27][C:26]([N:29]2[C:3](=[O:19])[C:4]3[C:5](=[CH:6][C:7]([NH:10][C:11](=[O:12])[O:13][C:14]([CH3:15])([CH3:16])[CH3:17])=[CH:8][CH:9]=3)[NH:18][C:30]2=[O:31])=[CH:25][CH:24]=1. The yield is 0.440.